From a dataset of Forward reaction prediction with 1.9M reactions from USPTO patents (1976-2016). Predict the product of the given reaction. (1) Given the reactants [CH2:1]([O:3][C:4](=[O:43])[CH2:5][CH2:6][C:7]1[CH:12]=[CH:11][CH:10]=[C:9]([O:13][CH2:14][CH2:15][CH2:16][O:17][C:18]2[CH:23]=[CH:22][CH:21]=[C:20]([C:24]([O:33]CC3C=CC(OC)=CC=3)([C:29]([F:32])([F:31])[F:30])[C:25]([F:28])([F:27])[F:26])[CH:19]=2)[CH:8]=1)[CH3:2], predict the reaction product. The product is: [CH2:1]([O:3][C:4](=[O:43])[CH2:5][CH2:6][C:7]1[CH:12]=[CH:11][CH:10]=[C:9]([O:13][CH2:14][CH2:15][CH2:16][O:17][C:18]2[CH:23]=[CH:22][CH:21]=[C:20]([C:24]([OH:33])([C:29]([F:31])([F:32])[F:30])[C:25]([F:26])([F:27])[F:28])[CH:19]=2)[CH:8]=1)[CH3:2]. (2) Given the reactants Cl.Cl.[CH2:3]([O:5][C:6]1[CH:7]=[C:8]2[C:13](=[C:14]3[CH2:18][C:17]([CH3:20])([CH3:19])[O:16][C:15]=13)[C:12]([C:21]1[CH:26]=[CH:25][C:24]([NH2:27])=[CH:23][CH:22]=1)=[N:11][C:10]([CH3:29])([CH3:28])[CH2:9]2)[CH3:4].C(N(CC)CC)C.[C:37](Cl)(=[O:39])[CH3:38], predict the reaction product. The product is: [CH2:3]([O:5][C:6]1[CH:7]=[C:8]2[C:13](=[C:14]3[CH2:18][C:17]([CH3:20])([CH3:19])[O:16][C:15]=13)[C:12]([C:21]1[CH:26]=[CH:25][C:24]([NH:27][C:37](=[O:39])[CH3:38])=[CH:23][CH:22]=1)=[N:11][C:10]([CH3:28])([CH3:29])[CH2:9]2)[CH3:4]. (3) Given the reactants [C@H:1]1([C:7]([OH:9])=[O:8])[CH2:6][CH2:5][CH:4]=[CH:3][CH2:2]1.C[Si]([Br:14])(C)C.CS(C)=O.C(N(CC)C(C)C)(C)C.C1C=C(NS(C2C=CC(N/N=C3/C=CC(C(C(O)=O)=C/3)=O)=CC=2)(=O)=O)N=CC=1, predict the reaction product. The product is: [Br:14][C@H:4]1[C@@H:5]2[CH2:6][C@@H:1]([C:7](=[O:9])[O:8]2)[CH2:2][CH2:3]1. (4) Given the reactants Cl[C:2]1[N:7]=[CH:6][N:5]=[C:4]([C:8]([NH:10][C:11]2[CH:16]=[CH:15][C:14]([OH:17])=[CH:13][C:12]=2C)=[O:9])[CH:3]=1.ClC1N=CN=C(C(NC2C=CC(O)=CC=2)=O)C=1.C(N(C(C)C)C(C)C)C.[NH2:45][C:46]1[C:47]([CH3:52])=[CH:48][CH:49]=[CH:50][CH:51]=1, predict the reaction product. The product is: [OH:17][C:14]1[CH:13]=[CH:12][C:11]([NH:10][C:8]([C:4]2[CH:3]=[C:2]([NH:45][C:46]3[CH:51]=[CH:50][CH:49]=[CH:48][C:47]=3[CH3:52])[N:7]=[CH:6][N:5]=2)=[O:9])=[CH:16][CH:15]=1. (5) Given the reactants C(N(S(F)(F)[F:7])CC)C.[CH2:10]([O:17][C:18]([N:20]1[CH2:24][C@@H:23](O)[CH2:22][C@@H:21]1[CH2:26][C:27]1[C:28]([CH3:34])=[N:29][N:30]([CH3:33])[C:31]=1[CH3:32])=[O:19])[C:11]1[CH:16]=[CH:15][CH:14]=[CH:13][CH:12]=1, predict the reaction product. The product is: [CH2:10]([O:17][C:18]([N:20]1[CH2:24][C@H:23]([F:7])[CH2:22][C@@H:21]1[CH2:26][C:27]1[C:28]([CH3:34])=[N:29][N:30]([CH3:33])[C:31]=1[CH3:32])=[O:19])[C:11]1[CH:16]=[CH:15][CH:14]=[CH:13][CH:12]=1. (6) The product is: [NH2:11][C:10](=[N:1][OH:2])[C:8]1[CH:9]=[C:4]([Cl:3])[C:5]([NH:12][CH2:13][C:14]([O:16][C:17]([CH3:20])([CH3:19])[CH3:18])=[O:15])=[N:6][CH:7]=1. Given the reactants [NH2:1][OH:2].[Cl:3][C:4]1[C:5]([NH:12][CH2:13][C:14]([O:16][C:17]([CH3:20])([CH3:19])[CH3:18])=[O:15])=[N:6][CH:7]=[C:8]([C:10]#[N:11])[CH:9]=1, predict the reaction product. (7) Given the reactants [F:1][C:2]([F:20])([F:19])[C:3](O)=[CH:4][C:5]([C:7]1[CH:17]=[CH:16][C:10]2[O:11][CH2:12][C:13](=[O:15])[NH:14][C:9]=2[CH:8]=1)=O.[C:21]1([NH:27][NH2:28])[CH:26]=[CH:25][CH:24]=[CH:23][CH:22]=1, predict the reaction product. The product is: [C:21]1([N:27]2[C:5]([C:7]3[CH:17]=[CH:16][C:10]4[O:11][CH2:12][C:13](=[O:15])[NH:14][C:9]=4[CH:8]=3)=[CH:4][C:3]([C:2]([F:20])([F:19])[F:1])=[N:28]2)[CH:26]=[CH:25][CH:24]=[CH:23][CH:22]=1.